From a dataset of Acute oral toxicity (LD50) regression data from Zhu et al.. Regression/Classification. Given a drug SMILES string, predict its toxicity properties. Task type varies by dataset: regression for continuous values (e.g., LD50, hERG inhibition percentage) or binary classification for toxic/non-toxic outcomes (e.g., AMES mutagenicity, cardiotoxicity, hepatotoxicity). Dataset: ld50_zhu. The drug is CCOC(C)C#N. The rat oral LD50 is 1.54, given as -log10 of the dose in mol/kg body weight (higher means more acutely toxic).